Dataset: Catalyst prediction with 721,799 reactions and 888 catalyst types from USPTO. Task: Predict which catalyst facilitates the given reaction. (1) Reactant: [CH3:1][CH2:2][CH2:3][CH2:4][CH2:5][CH2:6]CN1C(C)=CS/C/1=C/C1SC=C(C)[N+]=1[CH2:1][CH2:2][CH2:3][CH2:4][CH2:5][CH2:6]C.[I-].[OH-].[Na+].[Na].[Na].[Na].[Na].C(ON(O[C:52](=[O:54])[CH3:53])CCN(OC(=O)C)OC(=O)C)(=O)C.C=CC1C=CC=CC=1.C(O)(=[O:66])C=C.CC(C(C(C(S)(C)C)(C)C)(C)C)C.[OH-].[Li+]. Product: [CH3:1]/[CH:2]=[CH:3]/[CH:4]1[CH2:53][C@H:52]([OH:54])[C@H:6]([OH:66])[CH2:5]1. The catalyst class is: 6. (2) Reactant: C([O:8][C:9]1[CH:10]=[C:11]([CH:23]=[CH:24][C:25]=1[N+:26]([O-])=O)[O:12][C:13]1[CH:14]=[C:15]([CH:20]=[CH:21][CH:22]=1)[C:16]([O:18][CH3:19])=[O:17])C1C=CC=CC=1.CO. Product: [NH2:26][C:25]1[CH:24]=[CH:23][C:11]([O:12][C:13]2[CH:14]=[C:15]([CH:20]=[CH:21][CH:22]=2)[C:16]([O:18][CH3:19])=[O:17])=[CH:10][C:9]=1[OH:8]. The catalyst class is: 586. (3) Reactant: [C:1]1([C:7]2[CH:16]=[CH:15][CH:14]=[C:13]3[C:8]=2[C:9](=O)[NH:10][C:11]([C:17]2([CH3:25])[CH2:22][O:21][C:20]([CH3:24])([CH3:23])[O:19][CH2:18]2)=[N:12]3)[CH:6]=[CH:5][CH:4]=[CH:3][CH:2]=1.[CH2:27]1[CH2:37][CH2:36][N:35]2[C:30](=[N:31]CCC2)[CH2:29][CH2:28]1.CN([P+](ON1N=NC2C=CC=CC1=2)(N(C)C)N(C)C)C.F[P-](F)(F)(F)(F)F.NCC1C=CC=CN=1. Product: [C:1]1([C:7]2[CH:16]=[CH:15][CH:14]=[C:13]3[C:8]=2[C:9]([NH:35][CH2:36][C:37]2[CH:27]=[CH:28][CH:29]=[CH:30][N:31]=2)=[N:10][C:11]([C:17]2([CH3:25])[CH2:18][O:19][C:20]([CH3:24])([CH3:23])[O:21][CH2:22]2)=[N:12]3)[CH:2]=[CH:3][CH:4]=[CH:5][CH:6]=1. The catalyst class is: 23. (4) Reactant: [CH3:1][C@H:2]1[CH2:7][C:6](=[O:8])[CH2:5][C@H:4]([CH3:9])[NH:3]1.C(N(CC)CC)C.[Cl:17][C:18]1[CH:23]=[CH:22][C:21]([S:24](Cl)(=[O:26])=[O:25])=[CH:20][CH:19]=1. Product: [Cl:17][C:18]1[CH:23]=[CH:22][C:21]([S:24]([N:3]2[C@@H:4]([CH3:9])[CH2:5][C:6](=[O:8])[CH2:7][C@@H:2]2[CH3:1])(=[O:26])=[O:25])=[CH:20][CH:19]=1. The catalyst class is: 2. (5) Reactant: [CH2:1]([CH:3]1[O:8][C:7]2[CH:9]=[C:10](I)[CH:11]=[CH:12][C:6]=2[O:5][CH2:4]1)[CH3:2].[CH3:14][N:15](C=O)C. Product: [CH2:1]([CH:3]1[CH2:4][O:5][C:6]2[CH:12]=[CH:11][C:10]([C:14]#[N:15])=[CH:9][C:7]=2[O:8]1)[CH3:2]. The catalyst class is: 380. (6) Reactant: [Br:1][C:2]1[C:7]([CH3:8])=[CH:6][C:5]([C:9]([C:11]2[CH:16]=[CH:15][C:14]([F:17])=[CH:13][CH:12]=2)=[O:10])=[C:4]([O:18]C)[CH:3]=1.B(Br)(Br)Br. Product: [Br:1][C:2]1[C:7]([CH3:8])=[CH:6][C:5]([C:9]([C:11]2[CH:16]=[CH:15][C:14]([F:17])=[CH:13][CH:12]=2)=[O:10])=[C:4]([OH:18])[CH:3]=1. The catalyst class is: 2. (7) Reactant: Br[C:2]1[CH:3]=[C:4]2[C:7](=[CH:8][CH:9]=1)[CH2:6][CH2:5]2.[Li]CCCC.[CH3:15][Si:16](Cl)([CH3:18])[CH3:17]. Product: [CH3:15][Si:16]([CH3:18])([CH3:17])[C:2]1[CH:3]=[C:4]2[C:7](=[CH:8][CH:9]=1)[CH2:6][CH2:5]2. The catalyst class is: 1. (8) Reactant: [CH3:1][O:2][C:3](=[O:23])[C@H:4]([NH:15][C:16]([O:18][C:19]([CH3:22])([CH3:21])[CH3:20])=[O:17])[C:5]1[CH:10]=[CH:9][C:8]([O:11][CH2:12][CH2:13][OH:14])=[CH:7][CH:6]=1.[CH3:24][S:25](Cl)(=[O:27])=[O:26]. Product: [CH3:1][O:2][C:3](=[O:23])[C@H:4]([NH:15][C:16]([O:18][C:19]([CH3:20])([CH3:22])[CH3:21])=[O:17])[C:5]1[CH:6]=[CH:7][C:8]([O:11][CH2:12][CH2:13][O:14][S:25]([CH3:24])(=[O:27])=[O:26])=[CH:9][CH:10]=1. The catalyst class is: 17. (9) Reactant: Br[C:2]1[CH:3]=[C:4]([CH:19]=[CH:20][CH:21]=1)[C:5]([NH:7][C:8]1[CH:13]=[CH:12][C:11]([O:14][C:15]([F:18])([F:17])[F:16])=[CH:10][CH:9]=1)=[O:6].CC1(C)C(C)(C)OB([C:30]2[CH:31]=[C:32]([C:35]([O:37][CH3:38])=[O:36])[S:33][CH:34]=2)O1.C([O-])([O-])=O.[Na+].[Na+]. Product: [F:16][C:15]([F:18])([F:17])[O:14][C:11]1[CH:12]=[CH:13][C:8]([NH:7][C:5]([C:4]2[CH:3]=[C:2]([C:30]3[CH:31]=[C:32]([C:35]([O:37][CH3:38])=[O:36])[S:33][CH:34]=3)[CH:21]=[CH:20][CH:19]=2)=[O:6])=[CH:9][CH:10]=1. The catalyst class is: 103.